Dataset: Forward reaction prediction with 1.9M reactions from USPTO patents (1976-2016). Task: Predict the product of the given reaction. (1) Given the reactants C[O:2][C:3](=[O:24])[C:4]1[CH:9]=[CH:8][C:7]([CH2:10][C:11]2[CH:16]=[CH:15][C:14]([CH2:17][N:18]3[CH2:23][CH2:22][O:21][CH2:20][CH2:19]3)=[CH:13][CH:12]=2)=[CH:6][CH:5]=1.O1CCOCC1.Cl, predict the reaction product. The product is: [N:18]1([CH2:17][C:14]2[CH:15]=[CH:16][C:11]([CH2:10][C:7]3[CH:8]=[CH:9][C:4]([C:3]([OH:24])=[O:2])=[CH:5][CH:6]=3)=[CH:12][CH:13]=2)[CH2:23][CH2:22][O:21][CH2:20][CH2:19]1. (2) Given the reactants [Cl:1][C:2]1[CH:3]=[C:4]([OH:19])[CH:5]=[CH:6][C:7]=1[C:8]([OH:18])([CH2:12][N:13]1[CH:17]=[N:16][CH:15]=[N:14]1)[C:9]#[C:10][CH3:11].[CH3:20][C:21]1[CH:26]=[CH:25][CH:24]=[CH:23][C:22]=1B(O)O.CCN(CC)CC.CC#N, predict the reaction product. The product is: [Cl:1][C:2]1[CH:3]=[C:4]([O:19][C:22]2[CH:23]=[CH:24][CH:25]=[CH:26][C:21]=2[CH3:20])[CH:5]=[CH:6][C:7]=1[C:8]([OH:18])([C:9]#[C:10][CH3:11])[CH2:12][N:13]1[CH:17]=[N:16][CH:15]=[N:14]1. (3) Given the reactants [CH2:1]([O:8][CH2:9][N:10]1[C:15](=[O:16])[C:14]([Br:17])=[N:13][N:12]([CH2:18][C:19](F)(F)[C:20]2C=[CH:24][CH:23]=[CH:22][CH:21]=2)[C:11]1=[O:28])[C:2]1[CH:7]=[CH:6][CH:5]=[CH:4][CH:3]=1.ICCC1C=CC=C[N:33]=1, predict the reaction product. The product is: [CH2:1]([O:8][CH2:9][N:10]1[C:15](=[O:16])[C:14]([Br:17])=[N:13][N:12]([CH2:18][CH2:19][C:20]2[CH:21]=[CH:22][CH:23]=[CH:24][N:33]=2)[C:11]1=[O:28])[C:2]1[CH:7]=[CH:6][CH:5]=[CH:4][CH:3]=1. (4) Given the reactants [N:1]([CH2:4][C:5]([C:7]1[S:11][C:10]([NH:12][C:13](=[O:16])[O:14][CH3:15])=[C:9](Br)[CH:8]=1)=[O:6])=[N+]=[N-].[ClH:18], predict the reaction product. The product is: [ClH:18].[NH2:1][CH2:4][C:5]([C:7]1[S:11][C:10]([NH:12][C:13](=[O:16])[O:14][CH3:15])=[CH:9][CH:8]=1)=[O:6]. (5) Given the reactants FC(F)(F)C(O)=O.C(OC([N:15]1[C@@H:19]([CH2:20][C@@H:21]([O:23][C:24]2[CH:29]=[CH:28][C:27]([Cl:30])=[CH:26][CH:25]=2)[CH3:22])[CH2:18][O:17]C1(C)C)=O)(C)(C)C, predict the reaction product. The product is: [NH2:15][C@@H:19]([CH2:20][C@@H:21]([O:23][C:24]1[CH:25]=[CH:26][C:27]([Cl:30])=[CH:28][CH:29]=1)[CH3:22])[CH2:18][OH:17].